Dataset: Full USPTO retrosynthesis dataset with 1.9M reactions from patents (1976-2016). Task: Predict the reactants needed to synthesize the given product. Given the product [Cl:19][C:13]1[CH:14]=[CH:15][CH:16]=[C:17]([Cl:18])[C:12]=1[CH2:11][C:9]1[S:8][C:4]2[N:5]=[CH:6][N:7]=[C:2]([NH:28][C:25]3[CH:26]=[CH:27][C:22]([C:21]([F:20])([F:29])[F:30])=[CH:23][CH:24]=3)[C:3]=2[N:10]=1, predict the reactants needed to synthesize it. The reactants are: Cl[C:2]1[C:3]2[N:10]=[C:9]([CH2:11][C:12]3[C:17]([Cl:18])=[CH:16][CH:15]=[CH:14][C:13]=3[Cl:19])[S:8][C:4]=2[N:5]=[CH:6][N:7]=1.[F:20][C:21]([F:30])([F:29])[C:22]1[CH:27]=[CH:26][C:25]([NH2:28])=[CH:24][CH:23]=1.Cl.